This data is from Reaction yield outcomes from USPTO patents with 853,638 reactions. The task is: Predict the reaction yield, written as a fraction of the theoretical maximum amount of product (1.0 means a 100% yield; for example, 0.34 means a 34% yield). (1) The reactants are [Cl:1][C:2]1[N:7]=[C:6](Cl)[CH:5]=[CH:4][N:3]=1.[CH:9]1(B(O)O)[CH2:11][CH2:10]1.P([O-])([O-])([O-])=O.[K+].[K+].[K+]. The catalyst is C1C=CC(P(C2C=CC=CC=2)[C-]2C=CC=C2)=CC=1.C1C=CC(P(C2C=CC=CC=2)[C-]2C=CC=C2)=CC=1.Cl[Pd]Cl.[Fe+2].C(Cl)Cl.C1COCC1. The product is [Cl:1][C:2]1[N:7]=[C:6]([CH:9]2[CH2:11][CH2:10]2)[CH:5]=[CH:4][N:3]=1. The yield is 0.579. (2) The reactants are [Cl:1][C:2]1[CH:7]=[CH:6][C:5]([CH2:8]Cl)=[CH:4][N:3]=1.[CH2:10]([NH2:13])[CH2:11][NH2:12]. No catalyst specified. The product is [Cl:1][C:2]1[N:3]=[CH:4][C:5]([CH2:8][NH:12][CH2:11][CH2:10][NH2:13])=[CH:6][CH:7]=1. The yield is 1.00. (3) The reactants are [Li+].[BH4-].C[Si](Cl)(C)C.[Br:8][C:9]1[CH:14]=[CH:13][CH:12]=[C:11]([CH:15]=[CH:16][N+:17]([O-])=O)[C:10]=1[CH2:20][CH3:21].CO. The catalyst is C1COCC1. The product is [Br:8][C:9]1[C:10]([CH2:20][CH3:21])=[C:11]([CH2:15][CH2:16][NH2:17])[CH:12]=[CH:13][CH:14]=1. The yield is 0.840. (4) The reactants are [F:1][C:2]([F:17])([F:16])[CH2:3][NH:4][C:5]([NH:7][NH:8]C(OC(C)(C)C)=O)=[O:6].[ClH:18]. The catalyst is O1CCOCC1. The product is [ClH:18].[F:1][C:2]([F:17])([F:16])[CH2:3][NH:4][C:5]([NH:7][NH2:8])=[O:6]. The yield is 1.09. (5) The reactants are [Cl-].[NH4+].O.[Cl:4][C:5]1[C:10]([C:11]([F:14])([F:13])[F:12])=[CH:9][C:8]([N+:15]([O-])=O)=[CH:7][N:6]=1. The catalyst is CO. The product is [Cl:4][C:5]1[N:6]=[CH:7][C:8]([NH2:15])=[CH:9][C:10]=1[C:11]([F:14])([F:12])[F:13]. The yield is 0.650. (6) The reactants are [NH2:1][C:2]1[C:11]2[C:6](=[C:7](Br)[CH:8]=[CH:9][CH:10]=2)[N:5]=[N:4][C:3]=1[C:13]([NH:15][CH2:16][CH2:17][CH3:18])=[O:14].[Cl:19][C:20]1[CH:25]=[CH:24][C:23]([Cl:26])=[CH:22][C:21]=1B(O)O. No catalyst specified. The product is [NH2:1][C:2]1[C:11]2[C:6](=[C:7]([C:24]3[CH:25]=[C:20]([Cl:19])[CH:21]=[CH:22][C:23]=3[Cl:26])[CH:8]=[CH:9][CH:10]=2)[N:5]=[N:4][C:3]=1[C:13]([NH:15][CH2:16][CH2:17][CH3:18])=[O:14]. The yield is 0.470. (7) The reactants are [N:1]1([CH2:6][CH2:7][N:8]2[C:16]3[C:11](=[CH:12][C:13]([NH2:17])=[CH:14][CH:15]=3)[CH:10]=[CH:9]2)[CH2:5][CH2:4][CH2:3][CH2:2]1.C[Al](C)C.[Cl:22][C:23]1[CH:28]=[CH:27][C:26]([C:29]2[S:30][C:31]3[C:37](=[O:38])[O:36][CH2:35][CH2:34][C:32]=3[N:33]=2)=[CH:25][CH:24]=1. The catalyst is C(Cl)Cl. The product is [N:1]1([CH2:6][CH2:7][N:8]2[C:16]3[C:11](=[CH:12][C:13]([NH:17][C:37]([C:31]4[S:30][C:29]([C:26]5[CH:27]=[CH:28][C:23]([Cl:22])=[CH:24][CH:25]=5)=[N:33][C:32]=4[CH2:34][CH2:35][OH:36])=[O:38])=[CH:14][CH:15]=3)[CH:10]=[CH:9]2)[CH2:5][CH2:4][CH2:3][CH2:2]1. The yield is 0.750.